Dataset: Catalyst prediction with 721,799 reactions and 888 catalyst types from USPTO. Task: Predict which catalyst facilitates the given reaction. (1) Reactant: [NH2:1][C:2]1[C:3]2[C:10]([C:11]3[CH:16]=[CH:15][CH:14]=[C:13]([O:17][CH2:18][C:19]4[CH:24]=[CH:23][CH:22]=[CH:21][CH:20]=4)[CH:12]=3)=[CH:9][N:8]([C@@H:25]3[CH2:30][CH2:29][C@H:28]([NH:31][C:32]([NH:34][CH2:35][CH2:36]Br)=[O:33])[CH2:27][CH2:26]3)[C:4]=2[N:5]=[CH:6][N:7]=1.[CH3:38][NH:39][CH3:40]. Product: [NH2:1][C:2]1[C:3]2[C:10]([C:11]3[CH:16]=[CH:15][CH:14]=[C:13]([O:17][CH2:18][C:19]4[CH:24]=[CH:23][CH:22]=[CH:21][CH:20]=4)[CH:12]=3)=[CH:9][N:8]([C@@H:25]3[CH2:30][CH2:29][C@H:28]([NH:31][C:32]([NH:34][CH2:35][CH2:36][N:39]([CH3:40])[CH3:38])=[O:33])[CH2:27][CH2:26]3)[C:4]=2[N:5]=[CH:6][N:7]=1. The catalyst class is: 8. (2) Reactant: CO[C:3](=O)[NH:4]/[C:5](/SC)=[N:6]/[C:7](=[O:10])[O:8][CH3:9].[Cl:14][C:15]1[CH:30]=[CH:29][CH:28]=[C:27]([Cl:31])[C:16]=1[CH2:17][O:18][C:19]1[CH:20]=[C:21]([NH2:26])C(N)=[CH:23][CH:24]=1. Product: [Cl:14][C:15]1[CH:30]=[CH:29][CH:28]=[C:27]([Cl:31])[C:16]=1[CH2:17][O:18][C:19]1[CH:24]=[CH:23][C:3]2[N:4]=[C:5]([NH:6][C:7](=[O:10])[O:8][CH3:9])[NH:26][C:21]=2[CH:20]=1. The catalyst class is: 130.